From a dataset of M1 muscarinic receptor antagonist screen with 61,756 compounds. Binary Classification. Given a drug SMILES string, predict its activity (active/inactive) in a high-throughput screening assay against a specified biological target. (1) The compound is O1C(CCC1)CNC(=O)C1N(C(=O)c2c1cccc2)Cc1c(OCC)cccc1. The result is 0 (inactive). (2) The drug is O=C(N(CC)CC)C1CCCN(C1)C\C(C)=C\c1ccccc1. The result is 0 (inactive). (3) The drug is S(CC(=O)Nc1c2c(ccc1)cccc2)c1n(ccn1)C. The result is 0 (inactive).